Task: Binary Classification. Given a drug SMILES string, predict its activity (active/inactive) in a high-throughput screening assay against a specified biological target.. Dataset: M1 muscarinic receptor antagonist screen with 61,756 compounds (1) The molecule is S(=O)(=O)(N1CC(CCC1)C(=O)Nc1cc(OCC)ccc1)c1ccc(OC)cc1. The result is 0 (inactive). (2) The drug is s1c(C(=O)NCC(=O)NCCN2CCN(CC2)c2c(F)cccc2)ccc1. The result is 0 (inactive). (3) The drug is S(=O)(=O)(N(CC(=O)N1CCC(CC1)C(OCC)=O)c1c(OC)ccc(OC)c1)c1ccccc1. The result is 0 (inactive).